This data is from Catalyst prediction with 721,799 reactions and 888 catalyst types from USPTO. The task is: Predict which catalyst facilitates the given reaction. (1) Reactant: [Cl:1][C:2]1[N:10]=[C:9]2[C:5]([N:6]=[CH:7][N:8]2[C@@H:11]2[O:25][C@H:24]([CH2:26][O:27][C:28](=[O:35])[C:29]3[CH:34]=[CH:33][CH:32]=[CH:31][CH:30]=3)[C@@H:14]([O:15][C:16](=[O:23])[C:17]3[CH:22]=[CH:21][CH:20]=[CH:19][CH:18]=3)[C@H:12]2[OH:13])=[C:4]([NH2:36])[N:3]=1.N1C=CC=CC=1.[O:43](S(C(F)(F)F)(=O)=O)[S:44]([C:47]([F:50])([F:49])[F:48])(=O)=[O:45]. Product: [Cl:1][C:2]1[N:10]=[C:9]2[C:5]([N:6]=[CH:7][N:8]2[C@@H:11]2[O:25][C@H:24]([CH2:26][O:27][C:28](=[O:35])[C:29]3[CH:34]=[CH:33][CH:32]=[CH:31][CH:30]=3)[C@@H:14]([O:15][C:16](=[O:23])[C:17]3[CH:22]=[CH:21][CH:20]=[CH:19][CH:18]=3)[C@H:12]2[O:13][S:44]([C:47]([F:50])([F:49])[F:48])(=[O:45])=[O:43])=[C:4]([NH2:36])[N:3]=1. The catalyst class is: 2. (2) Reactant: FC(F)(F)C(O)=O.[CH3:8][O:9][CH2:10][CH:11]([N:22]1[CH2:27][CH2:26][NH:25][CH2:24][CH2:23]1)[C:12]1[CH:17]=[CH:16][CH:15]=[C:14]([C:18]([F:21])([F:20])[F:19])[CH:13]=1.C(N(C(C)C)CC)(C)C.C1([O:43][C:44](=O)[NH:45][C:46]2[S:47][C:48]3[N:49]=[CH:50][N:51]=[C:52]([O:55][CH3:56])[C:53]=3[N:54]=2)C=CC=CC=1. Product: [CH3:56][O:55][C:52]1[C:53]2[N:54]=[C:46]([NH:45][C:44]([N:25]3[CH2:26][CH2:27][N:22]([CH:11]([C:12]4[CH:17]=[CH:16][CH:15]=[C:14]([C:18]([F:20])([F:21])[F:19])[CH:13]=4)[CH2:10][O:9][CH3:8])[CH2:23][CH2:24]3)=[O:43])[S:47][C:48]=2[N:49]=[CH:50][N:51]=1. The catalyst class is: 10.